The task is: Predict the product of the given reaction.. This data is from Forward reaction prediction with 1.9M reactions from USPTO patents (1976-2016). (1) Given the reactants [N:1]1[CH:6]=[CH:5][C:4]([NH2:7])=[C:3]([NH2:8])[CH:2]=1.Cl.[CH2:10]([N:17]1[CH2:22][CH2:21][O:20][CH:19]([C:23](O)=O)[CH2:18]1)[C:11]1[CH:16]=[CH:15][CH:14]=[CH:13][CH:12]=1.[NH4+].[OH-], predict the reaction product. The product is: [C:11]1([CH2:10][N:17]2[CH2:22][CH2:21][O:20][CH:19]([C:23]3[NH:7][C:4]4[CH:5]=[CH:6][N:1]=[CH:2][C:3]=4[N:8]=3)[CH2:18]2)[CH:12]=[CH:13][CH:14]=[CH:15][CH:16]=1. (2) Given the reactants [Cl:1][C:2]1[NH:3][C:4]2[CH:10]=[CH:9][CH:8]=[CH:7][C:5]=2[N:6]=1.[Cl:11]N1C(=O)CCC1=O.O, predict the reaction product. The product is: [Cl:1][C:2]1[NH:3][C:4]2[CH:10]=[C:9]([Cl:11])[CH:8]=[CH:7][C:5]=2[N:6]=1. (3) Given the reactants C(OC([N:8]1[CH2:14][CH2:13][CH2:12][N:11]2[N:15]=[C:16]([C:18]([N:20]3[CH:25]4[CH2:26][CH2:27][CH2:28][CH:21]3[CH2:22][CH:23]([C:29]([OH:31])=[O:30])[CH2:24]4)=[O:19])[CH:17]=[C:10]2[CH2:9]1)=O)(C)(C)C.[C:32]([OH:38])([C:34]([F:37])([F:36])[F:35])=[O:33], predict the reaction product. The product is: [OH:38][C:32]([C:34]([F:37])([F:36])[F:35])=[O:33].[N:15]1[N:11]2[CH2:12][CH2:13][CH2:14][NH:8][CH2:9][C:10]2=[CH:17][C:16]=1[C:18]([N:20]1[CH:21]2[CH2:28][CH2:27][CH2:26][CH:25]1[CH2:24][CH:23]([C:29]([OH:31])=[O:30])[CH2:22]2)=[O:19]. (4) Given the reactants [NH2:1][C:2]1[CH:3]=[C:4]([CH:28]2[CH2:30][CH2:29]2)[C:5]([C:18]2[CH:19]=[C:20]3[C:25](=[CH:26][CH:27]=2)[O:24][CH2:23][CH2:22][CH2:21]3)=[C:6]([CH:9]([O:14][CH:15]2[CH2:17][CH2:16]2)[C:10]([O:12][CH3:13])=[O:11])[C:7]=1[CH3:8].N1C=CC=CC=1.[CH3:37][S:38](Cl)(=[O:40])=[O:39], predict the reaction product. The product is: [O:24]1[C:25]2[C:20](=[CH:19][C:18]([C:5]3[C:4]([CH:28]4[CH2:30][CH2:29]4)=[CH:3][C:2]([NH:1][S:38]([CH3:37])(=[O:40])=[O:39])=[C:7]([CH3:8])[C:6]=3[CH:9]([O:14][CH:15]3[CH2:16][CH2:17]3)[C:10]([O:12][CH3:13])=[O:11])=[CH:27][CH:26]=2)[CH2:21][CH2:22][CH2:23]1.